This data is from Peptide-MHC class II binding affinity with 134,281 pairs from IEDB. The task is: Regression. Given a peptide amino acid sequence and an MHC pseudo amino acid sequence, predict their binding affinity value. This is MHC class II binding data. (1) The peptide sequence is YDKFTANVSTVLTGK. The MHC is DRB1_1602 with pseudo-sequence DRB1_1602. The binding affinity (normalized) is 0.621. (2) The peptide sequence is AAATALTTVYGAFAA. The MHC is HLA-DPA10103-DPB10601 with pseudo-sequence HLA-DPA10103-DPB10601. The binding affinity (normalized) is 0.213. (3) The peptide sequence is AQAVYDFRSIVDYLR. The MHC is HLA-DPA10201-DPB11401 with pseudo-sequence HLA-DPA10201-DPB11401. The binding affinity (normalized) is 0.0981.